Dataset: Forward reaction prediction with 1.9M reactions from USPTO patents (1976-2016). Task: Predict the product of the given reaction. Given the reactants [H-].[Na+].[C:3]1([NH:9][CH2:10][C:11]2[CH:16]=[CH:15][CH:14]=[CH:13][CH:12]=2)[CH:8]=[CH:7][CH:6]=[CH:5][CH:4]=1.I[CH3:18], predict the reaction product. The product is: [CH2:10]([N:9]([CH3:18])[C:3]1[CH:4]=[CH:5][CH:6]=[CH:7][CH:8]=1)[C:11]1[CH:12]=[CH:13][CH:14]=[CH:15][CH:16]=1.